This data is from Full USPTO retrosynthesis dataset with 1.9M reactions from patents (1976-2016). The task is: Predict the reactants needed to synthesize the given product. (1) Given the product [C:11]([NH:14][C@@H:15]([CH2:19][C:20]1[CH:21]=[CH:22][CH:23]=[CH:24][CH:25]=1)[C:16]([NH:37][C@@H:38]([CH2:47][C:48]1[CH:53]=[CH:52][CH:51]=[C:50]([CH2:54][N:55]2[CH2:59][C:58](=[O:60])[N:57]([CH2:61][C:62]3[CH:67]=[CH:66][C:65]([O:68][CH3:69])=[CH:64][CH:63]=3)[S:56]2(=[O:70])=[O:71])[CH:49]=1)[C:39]([NH:41][CH2:42][CH2:43][CH2:44][CH2:45][CH3:46])=[O:40])=[O:17])(=[O:13])[CH3:12], predict the reactants needed to synthesize it. The reactants are: C1C=CC2N(O)N=NC=2C=1.[C:11]([NH:14][C@@H:15]([CH2:19][C:20]1[CH:25]=[CH:24][CH:23]=[CH:22][CH:21]=1)[C:16](O)=[O:17])(=[O:13])[CH3:12].CCN=C=NCCCN(C)C.[NH2:37][C@@H:38]([CH2:47][C:48]1[CH:53]=[CH:52][CH:51]=[C:50]([CH2:54][N:55]2[CH2:59][C:58](=[O:60])[N:57]([CH2:61][C:62]3[CH:67]=[CH:66][C:65]([O:68][CH3:69])=[CH:64][CH:63]=3)[S:56]2(=[O:71])=[O:70])[CH:49]=1)[C:39]([NH:41][CH2:42][CH2:43][CH2:44][CH2:45][CH3:46])=[O:40]. (2) The reactants are: NN.[N+:3]([C:6]1[CH:7]=[C:8]([N:15]2[CH2:20][CH2:19][NH:18][CH:17]3[CH2:21][S:22](=[O:25])(=[O:24])[CH2:23][CH:16]23)[C:9]2O[CH:12]=[CH:11][C:10]=2[CH:14]=1)([O-])=O.CC#N.C1C[O:32]CC1. Given the product [O:25]=[S:22]1(=[O:24])[CH2:21][CH:17]2[CH:16]([N:15]([C:8]3[O:32][C:11]4[CH:12]=[CH:7][C:6]([NH2:3])=[CH:14][C:10]=4[CH:9]=3)[CH2:20][CH2:19][NH:18]2)[CH2:23]1, predict the reactants needed to synthesize it. (3) Given the product [C:35]([C:37]1[CH:42]=[CH:41][C:40]([C:30]2[C:29]([O:32][CH2:33][CH3:34])=[CH:28][C:6]([CH2:7][N:8]3[CH2:9][C:10]4([CH2:15][C:14]([N:16]5[CH2:17][CH2:18][C:19]([CH3:27])([C:22]([OH:24])=[O:23])[CH2:20][CH2:21]5)=[N:13][O:12]4)[CH2:11]3)=[CH:5][C:4]=2[CH:1]2[CH2:3][CH2:2]2)=[C:39]([CH3:46])[CH:38]=1)#[N:36], predict the reactants needed to synthesize it. The reactants are: [CH:1]1([C:4]2[CH:5]=[C:6]([CH:28]=[C:29]([O:32][CH2:33][CH3:34])[C:30]=2I)[CH2:7][N:8]2[CH2:11][C:10]3([CH2:15][C:14]([N:16]4[CH2:21][CH2:20][C:19]([CH3:27])([C:22]([O:24]CC)=[O:23])[CH2:18][CH2:17]4)=[N:13][O:12]3)[CH2:9]2)[CH2:3][CH2:2]1.[C:35]([C:37]1[CH:42]=[CH:41][C:40](B(O)O)=[C:39]([CH3:46])[CH:38]=1)#[N:36]. (4) Given the product [CH3:30][CH:29]([S:22][C:12]1[N:11]([C:8]2[CH:9]=[CH:10][C:5]([O:4][CH2:3][C:2]([F:1])([F:27])[C:23]([F:24])([F:25])[F:26])=[CH:6][CH:7]=2)[C:16](=[O:17])[C:15]2[CH2:18][C:19](=[O:21])[NH:20][C:14]=2[N:13]=1)[CH3:31], predict the reactants needed to synthesize it. The reactants are: [F:1][C:2]([F:27])([C:23]([F:26])([F:25])[F:24])[CH2:3][O:4][C:5]1[CH:10]=[CH:9][C:8]([N:11]2[C:16](=[O:17])[C:15]3[CH2:18][C:19](=[O:21])[NH:20][C:14]=3[NH:13][C:12]2=[S:22])=[CH:7][CH:6]=1.I[CH:29]([CH3:31])[CH3:30].C(=O)([O-])O.[Na+].C(O)(=O)CC(CC(O)=O)(C(O)=O)O. (5) Given the product [CH2:1]([S:8][C:9]1[NH:14][C:13](=[O:15])[C:12]([OH:17])=[CH:11][CH:10]=1)[C:2]1[CH:3]=[CH:4][CH:5]=[CH:6][CH:7]=1, predict the reactants needed to synthesize it. The reactants are: [CH2:1]([S:8][C:9]1[N:14]=[C:13]([O:15]C)[C:12]([O:17]C)=[CH:11][CH:10]=1)[C:2]1[CH:7]=[CH:6][CH:5]=[CH:4][CH:3]=1.B(Br)(Br)Br.O. (6) Given the product [F:13][C:14]([F:26])([F:27])[C:15]1[CH:16]=[C:17]([NH:18][C:8](=[O:10])[C:7]2[CH:11]=[C:3]([O:2][CH3:1])[CH:4]=[CH:5][C:6]=2[OH:12])[CH:19]=[C:20]([C:22]([F:23])([F:25])[F:24])[CH:21]=1, predict the reactants needed to synthesize it. The reactants are: [CH3:1][O:2][C:3]1[CH:11]=[C:7]([C:8]([OH:10])=O)[C:6]([OH:12])=[CH:5][CH:4]=1.[F:13][C:14]([F:27])([F:26])[C:15]1[CH:16]=[C:17]([CH:19]=[C:20]([C:22]([F:25])([F:24])[F:23])[CH:21]=1)[NH2:18].